From a dataset of Full USPTO retrosynthesis dataset with 1.9M reactions from patents (1976-2016). Predict the reactants needed to synthesize the given product. (1) Given the product [F:18][C:16]([F:17])([F:19])[C:13]1[N:12]=[CH:11][C:10]([C@H:8]([NH2:7])[CH3:9])=[CH:15][CH:14]=1, predict the reactants needed to synthesize it. The reactants are: CC(S([NH:7][C@@H:8]([C:10]1[CH:11]=[N:12][C:13]([C:16]([F:19])([F:18])[F:17])=[CH:14][CH:15]=1)[CH3:9])=O)(C)C.Cl. (2) Given the product [CH:12]([C:13]1([C:26]([O:28][CH3:29])=[O:27])[CH2:14][CH2:15][N:16]([C:19]([O:21][C:22]([CH3:24])([CH3:25])[CH3:23])=[O:20])[CH2:17][CH2:18]1)=[O:11], predict the reactants needed to synthesize it. The reactants are: CS(C)=O.C(Cl)(=O)C(Cl)=O.[OH:11][CH2:12][C:13]1([C:26]([O:28][CH3:29])=[O:27])[CH2:18][CH2:17][N:16]([C:19]([O:21][C:22]([CH3:25])([CH3:24])[CH3:23])=[O:20])[CH2:15][CH2:14]1.C(N(CC)CC)C. (3) Given the product [CH3:14][NH:15][C:2]1[CH:10]=[CH:9][C:5]([C:6]([OH:8])=[O:7])=[CH:4][C:3]=1[N+:11]([O-:13])=[O:12], predict the reactants needed to synthesize it. The reactants are: Cl[C:2]1[CH:10]=[CH:9][C:5]([C:6]([OH:8])=[O:7])=[CH:4][C:3]=1[N+:11]([O-:13])=[O:12].[CH3:14][NH2:15]. (4) Given the product [C:1]([N:4]1[C:12]2[C:7](=[CH:8][C:9]([C:13](=[O:20])[C:14]3[CH:15]=[CH:16][CH:17]=[CH:18][CH:19]=3)=[CH:10][CH:11]=2)[C:6](=[C:25]([O:24][CH2:23][CH3:22])[C:26]2[CH:31]=[CH:30][CH:29]=[CH:28][CH:27]=2)[C:5]1=[O:21])(=[O:3])[CH3:2], predict the reactants needed to synthesize it. The reactants are: [C:1]([N:4]1[C:12]2[C:7](=[CH:8][C:9]([C:13](=[O:20])[C:14]3[CH:19]=[CH:18][CH:17]=[CH:16][CH:15]=3)=[CH:10][CH:11]=2)[CH2:6][C:5]1=[O:21])(=[O:3])[CH3:2].[CH3:22][CH2:23][O:24][C:25](OCC)(OCC)[C:26]1[CH:31]=[CH:30][CH:29]=[CH:28][CH:27]=1. (5) The reactants are: [CH2:1]([O:3][C:4](=[O:10])[CH:5]([CH3:9])[C:6]([OH:8])=O)[CH3:2].O1CCCC1.[F:16][C:17]([F:21])([F:20])[CH2:18][NH2:19].Cl.CN(C)CCCN=C=NCC.C(N(CC)C(C)C)(C)C. Given the product [CH2:1]([O:3][C:4](=[O:10])[CH:5]([CH3:9])[C:6]([NH:19][CH2:18][C:17]([F:21])([F:20])[F:16])=[O:8])[CH3:2], predict the reactants needed to synthesize it.